Dataset: Catalyst prediction with 721,799 reactions and 888 catalyst types from USPTO. Task: Predict which catalyst facilitates the given reaction. (1) Reactant: C([O:8][C:9](=[O:39])[C:10]([O:13][C:14]1[CH:19]=[CH:18][CH:17]=[C:16]([CH:20]2[CH2:25][CH2:24][CH2:23][N:22]([C:26](=[O:38])[CH:27]=[CH:28][C:29]3[CH:34]=[CH:33][C:32]([CH:35]([CH3:37])[CH3:36])=[CH:31][CH:30]=3)[CH2:21]2)[CH:15]=1)([CH3:12])[CH3:11])C1C=CC=CC=1. Product: [CH:35]([C:32]1[CH:31]=[CH:30][C:29]([CH2:28][CH2:27][C:26]([N:22]2[CH2:23][CH2:24][CH2:25][CH:20]([C:16]3[CH:15]=[C:14]([CH:19]=[CH:18][CH:17]=3)[O:13][C:10]([CH3:11])([CH3:12])[C:9]([OH:39])=[O:8])[CH2:21]2)=[O:38])=[CH:34][CH:33]=1)([CH3:37])[CH3:36]. The catalyst class is: 43. (2) Reactant: [Cl:1][C:2]1[CH:7]=[CH:6][CH:5]=[C:4]([F:8])[C:3]=1[CH2:9][C:10]#[N:11].Cl.[NH2:13][OH:14].C(=O)([O-])[O-].[Na+].[Na+].P([O-])(O)(O)=O.[Na+]. Product: [Cl:1][C:2]1[CH:7]=[CH:6][CH:5]=[C:4]([F:8])[C:3]=1[CH2:9][C:10](=[N:13][OH:14])[NH2:11]. The catalyst class is: 40. (3) Reactant: [Cl:1][C:2]1[CH:7]=[CH:6][N:5]=[C:4]([NH2:8])[CH:3]=1.[N+:9]([O-])([OH:11])=[O:10].[OH-].[Na+]. Product: [Cl:1][C:2]1[CH:7]=[CH:6][N:5]=[C:4]([NH2:8])[C:3]=1[N+:9]([O-:11])=[O:10]. The catalyst class is: 82. (4) Reactant: C(OC(=O)[NH:7][C:8]1[S:9][C:10]([CH2:14][CH3:15])=[C:11]([CH3:13])[N:12]=1)(C)(C)C.C(O)(C(F)(F)F)=O.C([O-])(O)=O.[Na+]. Product: [CH2:14]([C:10]1[S:9][C:8]([NH2:7])=[N:12][C:11]=1[CH3:13])[CH3:15]. The catalyst class is: 2. (5) Reactant: [ClH:1].C(OC([NH:9][C@H:10]([C:26]([NH:28][C:29]1[CH:30]=[N:31][CH:32]=[C:33]([F:60])[C:34]=1[CH2:35][CH2:36][C@H:37]1[O:42][CH2:41][C@@H:40]([CH2:43][O:44][C:45](=[O:52])[NH:46][CH2:47][C:48]([F:51])([F:50])[F:49])[N:39](C(OC(C)(C)C)=O)[CH2:38]1)=[O:27])[CH:11]([C:19]1[CH:24]=[CH:23][C:22]([F:25])=[CH:21][CH:20]=1)[C:12]1[CH:17]=[CH:16][C:15]([F:18])=[CH:14][CH:13]=1)=O)(C)(C)C. Product: [ClH:1].[ClH:1].[ClH:1].[F:25][C:22]1[CH:21]=[CH:20][C:19]([CH:11]([C:12]2[CH:13]=[CH:14][C:15]([F:18])=[CH:16][CH:17]=2)[C@@H:10]([C:26]([NH:28][C:29]2[CH:30]=[N:31][CH:32]=[C:33]([F:60])[C:34]=2[CH2:35][CH2:36][C@H:37]2[O:42][CH2:41][C@@H:40]([CH2:43][O:44][C:45](=[O:52])[NH:46][CH2:47][C:48]([F:50])([F:49])[F:51])[NH:39][CH2:38]2)=[O:27])[NH2:9])=[CH:24][CH:23]=1. The catalyst class is: 12.